Task: Predict the reactants needed to synthesize the given product.. Dataset: Full USPTO retrosynthesis dataset with 1.9M reactions from patents (1976-2016) (1) Given the product [CH3:9][O:10][C:11](=[O:15])[CH2:12][CH2:13][S:14][CH2:2][C:3]1[N:4]=[C:5]([NH2:8])[S:6][CH:7]=1, predict the reactants needed to synthesize it. The reactants are: Cl[CH2:2][C:3]1[N:4]=[C:5]([NH2:8])[S:6][CH:7]=1.[CH3:9][O:10][C:11](=[O:15])[CH2:12][CH2:13][SH:14]. (2) Given the product [CH:2]1([CH2:8][C:9]([NH2:1])=[O:10])[CH2:7][CH2:6][CH2:5][CH2:4][CH2:3]1, predict the reactants needed to synthesize it. The reactants are: [NH3:1].[CH:2]1([CH2:8][C:9](Cl)=[O:10])[CH2:7][CH2:6][CH2:5][CH2:4][CH2:3]1. (3) The reactants are: [NH:1]1[CH2:6][CH2:5][CH:4]([NH:7][C:8]([C:10]2[C:18]3[C:13](=[CH:14][CH:15]=[CH:16][CH:17]=3)[NH:12][N:11]=2)=[O:9])[CH2:3][CH2:2]1.[C:19](O)([C:21]([F:24])([F:23])[F:22])=[O:20].N1C=CC=CC=1.CS(OS(C)(=O)=O)(=O)=O. Given the product [F:22][C:21]([F:24])([F:23])[C:19]([N:1]1[CH2:6][CH2:5][CH:4]([NH:7][C:8]([C:10]2[C:18]3[C:13](=[CH:14][CH:15]=[CH:16][CH:17]=3)[NH:12][N:11]=2)=[O:9])[CH2:3][CH2:2]1)=[O:20], predict the reactants needed to synthesize it. (4) Given the product [Br:1][C:2]1[CH:3]=[CH:4][C:5]([CH:8]([C:18]2[CH:19]=[CH:20][C:21]([F:24])=[CH:22][CH:23]=2)[O:9][C@@H:10]([CH2:14][CH:15]([CH3:17])[CH3:16])[C:11]([NH:29][CH2:28][C:27]#[N:26])=[O:12])=[CH:6][CH:7]=1, predict the reactants needed to synthesize it. The reactants are: [Br:1][C:2]1[CH:7]=[CH:6][C:5]([CH:8]([C:18]2[CH:23]=[CH:22][C:21]([F:24])=[CH:20][CH:19]=2)[O:9][C@@H:10]([CH2:14][CH:15]([CH3:17])[CH3:16])[C:11](O)=[O:12])=[CH:4][CH:3]=1.Cl.[NH2:26][CH2:27][C:28]#[N:29].CN(C(ON1N=NC2C=CC=NC1=2)=[N+](C)C)C.F[P-](F)(F)(F)(F)F.C(N(C(C)C)CC)(C)C.Cl. (5) Given the product [CH:28]1([C:31]2[O:32][C:33]3[C:39]([O:40][CH2:41][CH3:42])=[CH:38][C:37]([CH2:19][N:17]4[CH2:18][C:15]5([CH2:26][C:12]([N:9]6[CH2:8][CH2:7][C:6]([CH3:27])([C:4]([O:3][CH2:1][CH3:2])=[O:5])[CH2:11][CH2:10]6)=[N:13][O:14]5)[CH2:16]4)=[CH:36][C:34]=3[CH:35]=2)[CH2:30][CH2:29]1, predict the reactants needed to synthesize it. The reactants are: [CH2:1]([O:3][C:4]([C:6]1([CH3:27])[CH2:11][CH2:10][N:9]([C:12]2[CH2:26][C:15]3([CH2:18][N:17]([C:19](OC(C)(C)C)=O)[CH2:16]3)[O:14][N:13]=2)[CH2:8][CH2:7]1)=[O:5])[CH3:2].[CH:28]1([C:31]2[O:32][C:33]3[C:39]([O:40][CH2:41][CH3:42])=[CH:38][C:37](C=O)=[CH:36][C:34]=3[CH:35]=2)[CH2:30][CH2:29]1. (6) The reactants are: [Br:1][C:2]1[S:10][C:9]2[C:8](=[O:11])[NH:7][C:6]([C@:12]3([CH3:24])[CH2:16][CH2:15][CH2:14][N:13]3[C:17]([O:19][C:20]([CH3:23])([CH3:22])[CH3:21])=[O:18])=[N:5][C:4]=2[CH:3]=1. Given the product [Br:1][C:2]1[S:10][C:9]2[C:8](=[O:11])[NH:7][C:6]([C:12]3([CH3:24])[CH2:16][CH2:15][CH2:14][N:13]3[C:17]([O:19][C:20]([CH3:23])([CH3:22])[CH3:21])=[O:18])=[N:5][C:4]=2[CH:3]=1, predict the reactants needed to synthesize it. (7) Given the product [CH3:1][O:2][C:3]1[CH:8]=[CH:7][C:6]([C:9]2[N:10]=[CH:11][N:12]([C:17]([N:19]([CH:20]3[CH2:25][CH2:24][N:23]([C:26]([O:28][C:29]([CH3:32])([CH3:31])[CH3:30])=[O:27])[CH2:22][CH2:21]3)[CH3:33])=[O:18])[CH:13]=2)=[CH:5][CH:4]=1, predict the reactants needed to synthesize it. The reactants are: [CH3:1][O:2][C:3]1[CH:8]=[CH:7][C:6]([C:9]2[N:10]=[CH:11][NH:12][CH:13]=2)=[CH:5][CH:4]=1.[H-].[Na+].Cl[C:17]([N:19]([CH3:33])[CH:20]1[CH2:25][CH2:24][N:23]([C:26]([O:28][C:29]([CH3:32])([CH3:31])[CH3:30])=[O:27])[CH2:22][CH2:21]1)=[O:18]. (8) The reactants are: O[C:2]1[C:3]2[C:8]([C:9]([O:27][CH3:28])=[C:10]3[C:15]=1[C:14](=[O:16])[CH2:13][CH2:12][C@@H:11]3[O:17][CH2:18][C:19]1[CH:24]=[CH:23][C:22]([O:25][CH3:26])=[CH:21][CH:20]=1)=[CH:7][C:6]([CH3:29])=[C:5](/[CH:30]=C/C)[C:4]=2[O:33][CH2:34][O:35][CH3:36].N1C(C)=CC=CC=1C.I([O-])(=O)(=O)=[O:46].[Na+].[OH2:51]. Given the product [OH:51][C:2]1[C:15]2[C:14](=[O:16])[CH2:13][CH2:12][C@H:11]([O:17][CH2:18][C:19]3[CH:24]=[CH:23][C:22]([O:25][CH3:26])=[CH:21][CH:20]=3)[C:10]=2[C:9]([O:27][CH3:28])=[C:8]2[C:3]=1[C:4]([O:33][CH2:34][O:35][CH3:36])=[C:5]([CH:30]=[O:46])[C:6]([CH3:29])=[CH:7]2, predict the reactants needed to synthesize it.